From a dataset of Forward reaction prediction with 1.9M reactions from USPTO patents (1976-2016). Predict the product of the given reaction. (1) Given the reactants [CH3:1][O:2][C:3](=[O:18])[C:4]1[CH:13]=[C:12]([O:14][CH2:15][CH:16]=[CH2:17])[CH:11]=[C:6]([C:7]([O:9]C)=[O:8])[CH:5]=1.[OH-].[Na+], predict the reaction product. The product is: [CH3:1][O:2][C:3](=[O:18])[C:4]1[CH:13]=[C:12]([O:14][CH2:15][CH:16]=[CH2:17])[CH:11]=[C:6]([C:7]([OH:9])=[O:8])[CH:5]=1. (2) Given the reactants [Br:1][C:2]1[CH:7]=[CH:6][C:5]([N:8]=[C:9]=[O:10])=[C:4]([C:11]([F:14])([F:13])[F:12])[CH:3]=1.[CH:15]1([C:18]([N:20]2[CH2:24][CH2:23][C@@H:22]([CH2:25][C:26]([NH:28][NH2:29])=[O:27])[CH2:21]2)=[O:19])[CH2:17][CH2:16]1, predict the reaction product. The product is: [Br:1][C:2]1[CH:7]=[CH:6][C:5]([NH:8][C:9]([NH:29][NH:28][C:26](=[O:27])[CH2:25][C@@H:22]2[CH2:23][CH2:24][N:20]([C:18]([CH:15]3[CH2:17][CH2:16]3)=[O:19])[CH2:21]2)=[O:10])=[C:4]([C:11]([F:12])([F:13])[F:14])[CH:3]=1. (3) Given the reactants [N+:1]([C:4]1[CH:15]=[CH:14][C:7]2[C:8](=[O:13])[NH:9][S:10](=[O:12])(=[O:11])[C:6]=2[CH:5]=1)([O-])=O.C1CCCCC=1, predict the reaction product. The product is: [NH2:1][C:4]1[CH:15]=[CH:14][C:7]2[C:8](=[O:13])[NH:9][S:10](=[O:12])(=[O:11])[C:6]=2[CH:5]=1. (4) The product is: [N:19]1([S:16]([C:13]2[CH:14]=[CH:15][C:10]([C:7]3[S:6][C:5]4=[N:4][CH:3]=[C:2]([C:33]5[CH:34]=[C:35]([C:40]([F:43])([F:42])[F:41])[C:36]([NH2:39])=[N:37][CH:38]=5)[N:9]4[N:8]=3)=[CH:11][CH:12]=2)(=[O:18])=[O:17])[CH2:24][CH2:23][O:22][CH2:21][CH2:20]1. Given the reactants I[C:2]1[N:9]2[C:5]([S:6][C:7]([C:10]3[CH:15]=[CH:14][C:13]([S:16]([N:19]4[CH2:24][CH2:23][O:22][CH2:21][CH2:20]4)(=[O:18])=[O:17])=[CH:12][CH:11]=3)=[N:8]2)=[N:4][CH:3]=1.CC1(C)C(C)(C)OB([C:33]2[CH:34]=[C:35]([C:40]([F:43])([F:42])[F:41])[C:36]([NH2:39])=[N:37][CH:38]=2)O1.C([O-])([O-])=O.[Na+].[Na+], predict the reaction product. (5) Given the reactants [F:1][C:2]1([F:17])[CH2:7][CH2:6][CH2:5][C@H:4]([NH:8][C:9](=[O:15])[O:10][C:11]([CH3:14])([CH3:13])[CH3:12])[C@H:3]1O.N1C=CC=CC=1.O(S(C(F)(F)F)(=O)=O)S([C:28]([F:31])(F)[F:29])(=O)=O.[N-:39]=[N+:40]=[N-:41].[Na+], predict the reaction product. The product is: [N:39]([C@@H:3]1[C:2]([F:17])([F:1])[CH2:7][CH2:6][CH2:5][C@@H:4]1[NH:8][C:9](=[O:15])[O:10][C:11]([CH3:14])([CH3:13])[CH3:12])=[N+:40]=[N-:41].[N:39]([C@H:3]1[C@H:4]([NH:8][C:9](=[O:15])[O:10][C:11]([CH3:14])([CH3:13])[CH3:12])[C:28]([F:31])([F:29])[CH2:6][CH2:7][CH2:2]1)=[N+:40]=[N-:41]. (6) Given the reactants [Cl:1][C:2]1[N:9]=[C:8]([Cl:10])[CH:7]=[CH:6][C:3]=1[CH:4]=O.[NH2:11][CH2:12][CH:13]([CH:15]1[CH2:17][CH2:16]1)[OH:14].C(O[BH-](OC(=O)C)OC(=O)C)(=O)C.[Na+].C([O-])(O)=O.[Na+], predict the reaction product. The product is: [CH:15]1([CH:13]([OH:14])[CH2:12][NH:11][CH2:4][C:3]2[C:2]([Cl:1])=[N:9][C:8]([Cl:10])=[CH:7][CH:6]=2)[CH2:17][CH2:16]1.